The task is: Predict the reactants needed to synthesize the given product.. This data is from Full USPTO retrosynthesis dataset with 1.9M reactions from patents (1976-2016). Given the product [C:1]1([CH2:7][O:8][C:9]2[CH:10]=[C:11]([CH2:15][CH2:16][C:17]([OH:19])=[O:18])[CH:12]=[CH:13][CH:14]=2)[CH:6]=[CH:5][CH:4]=[CH:3][CH:2]=1, predict the reactants needed to synthesize it. The reactants are: [C:1]1([CH2:7][O:8][C:9]2[CH:10]=[C:11]([CH2:15][CH2:16][C:17]([O:19]CC3C=CC=CC=3)=[O:18])[CH:12]=[CH:13][CH:14]=2)[CH:6]=[CH:5][CH:4]=[CH:3][CH:2]=1.[OH-].[Na+].